From a dataset of Forward reaction prediction with 1.9M reactions from USPTO patents (1976-2016). Predict the product of the given reaction. (1) Given the reactants [S:1](N)(N)(=[O:3])=[O:2].[F:6][C:7]1[CH:12]=[CH:11][CH:10]=[C:9]([F:13])[C:8]=1[NH:14][C:15]1[C:16]([NH2:21])=[CH:17][CH:18]=[CH:19][CH:20]=1, predict the reaction product. The product is: [F:6][C:7]1[CH:12]=[CH:11][CH:10]=[C:9]([F:13])[C:8]=1[N:14]1[C:15]2[CH:20]=[CH:19][CH:18]=[CH:17][C:16]=2[NH:21][S:1]1(=[O:3])=[O:2]. (2) Given the reactants [Cl:1][C:2]1[CH:3]=[C:4]([N:9]=[C:10]=[S:11])[CH:5]=[CH:6][C:7]=1[Br:8].[CH2:12]([O:14][C:15]1[CH:16]=[C:17]([CH:22]=[CH:23][CH:24]=1)[C:18]([NH:20][NH2:21])=O)[CH3:13], predict the reaction product. The product is: [Cl:1][C:2]1[CH:3]=[C:4]([NH:9][C:10]2[S:11][C:18]([C:17]3[CH:22]=[CH:23][CH:24]=[C:15]([O:14][CH2:12][CH3:13])[CH:16]=3)=[N:20][N:21]=2)[CH:5]=[CH:6][C:7]=1[Br:8]. (3) Given the reactants [C:1]1([NH:7][C:8]([N:10]2[CH2:15][CH2:14][NH:13][CH2:12][CH2:11]2)=[O:9])[CH:6]=[CH:5][CH:4]=[CH:3][CH:2]=1.[N:16]1[C:25]2[C:20](=[CH:21][CH:22]=[CH:23][CH:24]=2)[N:19]=[CH:18][C:17]=1[CH:26]=O, predict the reaction product. The product is: [C:1]1([NH:7][C:8]([N:10]2[CH2:15][CH2:14][N:13]([CH2:26][C:17]3[CH:18]=[N:19][C:20]4[C:25](=[CH:24][CH:23]=[CH:22][CH:21]=4)[N:16]=3)[CH2:12][CH2:11]2)=[O:9])[CH:6]=[CH:5][CH:4]=[CH:3][CH:2]=1. (4) Given the reactants [OH:1][CH:2]([CH2:23][OH:24])[CH2:3][N:4]1[C:12]([C:13]2[CH:18]=[CH:17][CH:16]=[CH:15][CH:14]=2)=[C:11]2[C:6]([N:7]([CH3:22])[C:8](=[O:21])[N:9]([CH3:20])[C:10]2=[O:19])=[CH:5]1.N1C=CN=C1.[Si:30](Cl)([C:33]([CH3:36])([CH3:35])[CH3:34])([CH3:32])[CH3:31], predict the reaction product. The product is: [Si:30]([O:24][CH2:23][CH:2]([OH:1])[CH2:3][N:4]1[C:12]([C:13]2[CH:18]=[CH:17][CH:16]=[CH:15][CH:14]=2)=[C:11]2[C:6]([N:7]([CH3:22])[C:8](=[O:21])[N:9]([CH3:20])[C:10]2=[O:19])=[CH:5]1)([C:33]([CH3:36])([CH3:35])[CH3:34])([CH3:32])[CH3:31]. (5) Given the reactants [C:1](#[N:4])[CH:2]=[CH2:3].[NH2:5][C:6]([CH3:11])([CH3:10])[C:7]([OH:9])=[O:8].[OH-].[Na+].CC(O)=O, predict the reaction product. The product is: [C:1]([CH2:2][CH2:3][NH:5][C:6]([CH3:11])([CH3:10])[C:7]([OH:9])=[O:8])#[N:4].